Dataset: Forward reaction prediction with 1.9M reactions from USPTO patents (1976-2016). Task: Predict the product of the given reaction. (1) Given the reactants [O:1]=[C:2]1[N:7]2[N:8]=[CH:9][CH:10]=[C:6]2[C:5]2[CH:11]=[C:12]([CH:14]=[O:15])[S:13][C:4]=2[NH:3]1.Cl[CH2:17][C:18]1[CH:23]=[CH:22][C:21]([O:24][CH3:25])=[CH:20][CH:19]=1.C(=O)([O-])[O-].[K+].[K+].[Cl-].[NH4+], predict the reaction product. The product is: [CH3:25][O:24][C:21]1[CH:22]=[CH:23][C:18]([CH2:17][N:3]2[C:4]3[S:13][C:12]([CH:14]=[O:15])=[CH:11][C:5]=3[C:6]3=[CH:10][CH:9]=[N:8][N:7]3[C:2]2=[O:1])=[CH:19][CH:20]=1. (2) Given the reactants [NH2:1][C:2]1[CH:7]=[CH:6][C:5]([F:8])=[CH:4][C:3]=1[NH:9][C:10]1[C:18]2[O:17][CH2:16][C@@H:15]([N:19]([C:34](=[O:39])[C:35]([F:38])([F:37])[F:36])[C:20]3[CH:33]=[CH:32][C:23]4[C@H:24]([CH2:27][C:28]([O:30][CH3:31])=[O:29])[CH2:25][O:26][C:22]=4[CH:21]=3)[C:14]=2[CH:13]=[CH:12][CH:11]=1.[CH3:40][CH:41]([CH3:45])[C:42](Cl)=O.C(=O)([O-])O.[Na+], predict the reaction product. The product is: [F:8][C:5]1[CH:6]=[CH:7][C:2]2[N:1]=[C:40]([CH:41]([CH3:45])[CH3:42])[N:9]([C:10]3[C:18]4[O:17][CH2:16][C@@H:15]([N:19]([C:34](=[O:39])[C:35]([F:37])([F:38])[F:36])[C:20]5[CH:33]=[CH:32][C:23]6[C@H:24]([CH2:27][C:28]([O:30][CH3:31])=[O:29])[CH2:25][O:26][C:22]=6[CH:21]=5)[C:14]=4[CH:13]=[CH:12][CH:11]=3)[C:3]=2[CH:4]=1. (3) Given the reactants [Si:1]([O:8][C@H:9]1[CH2:18][C:17]([CH3:20])([CH3:19])[CH2:16][C:15]2[N:14]=[C:13]([CH:21]([CH3:23])[CH3:22])[C:12]([CH:24]=[O:25])=[C:11]([I:26])[C:10]1=2)([C:4]([CH3:7])([CH3:6])[CH3:5])([CH3:3])[CH3:2].I[C:28]1[CH:38]=[CH:37][C:31]([C:32]([O:34][CH2:35][CH3:36])=[O:33])=[CH:30][CH:29]=1, predict the reaction product. The product is: [Si:1]([O:8][C@H:9]1[CH2:18][C:17]([CH3:19])([CH3:20])[CH2:16][C:15]2[N:14]=[C:13]([CH:21]([CH3:22])[CH3:23])[C:12]([C@@H:24]([OH:25])[C:28]3[CH:38]=[CH:37][C:31]([C:32]([O:34][CH2:35][CH3:36])=[O:33])=[CH:30][CH:29]=3)=[C:11]([I:26])[C:10]1=2)([C:4]([CH3:5])([CH3:6])[CH3:7])([CH3:3])[CH3:2]. (4) Given the reactants [C:1]([C:5]1[CH:11]=[CH:10][C:8]([NH2:9])=[CH:7][CH:6]=1)([CH3:4])([CH3:3])[CH3:2].FC(F)(F)C(O)=O.[O:19]1[CH:24]=[CH:23][CH2:22][CH2:21][CH2:20]1.[OH:25][C:26]1[CH:27]=[C:28]([CH:31]=[CH:32][CH:33]=1)[CH:29]=O.NC1C=CC=CC=1, predict the reaction product. The product is: [C:1]([C:5]1[CH:6]=[CH:7][C:8]2[NH:9][CH:29]([C:28]3[CH:27]=[C:26]([OH:25])[CH:33]=[CH:32][CH:31]=3)[CH:21]3[CH2:22][CH2:23][CH2:24][O:19][CH:20]3[C:10]=2[CH:11]=1)([CH3:4])([CH3:2])[CH3:3]. (5) The product is: [Cl:1][C:2]1[CH:25]=[CH:24][C:5]([CH2:6][N:7]2[C:8](=[O:23])[CH:9]=[CH:10][C:11]([C:13]3[CH:14]=[CH:15][C:16]([O:19][CH2:20][CH2:21][NH:22][C:34](=[O:36])[CH3:35])=[CH:17][CH:18]=3)=[CH:12]2)=[C:4]([F:26])[CH:3]=1. Given the reactants [Cl:1][C:2]1[CH:25]=[CH:24][C:5]([CH2:6][N:7]2[CH:12]=[C:11]([C:13]3[CH:18]=[CH:17][C:16]([O:19][CH2:20][CH2:21][NH2:22])=[CH:15][CH:14]=3)[CH:10]=[CH:9][C:8]2=[O:23])=[C:4]([F:26])[CH:3]=1.CCN(CC)CC.[C:34](Cl)(=[O:36])[CH3:35], predict the reaction product. (6) The product is: [CH3:9][O:8][C:6]1[CH:5]=[CH:4][C:3]([O:10][C:11]([F:14])([F:13])[F:12])=[C:2]([B:20]([OH:25])[OH:21])[CH:7]=1. Given the reactants Br[C:2]1[CH:7]=[C:6]([O:8][CH3:9])[CH:5]=[CH:4][C:3]=1[O:10][C:11]([F:14])([F:13])[F:12].C([Li])CCC.[B:20](OC(C)C)([O:25]C(C)C)[O:21]C(C)C, predict the reaction product. (7) Given the reactants C([Li])CCC.C(NC(C)C)(C)C.[CH3:13][N:14]1[C:19](=[O:20])[C:18]2=[CH:21][N:22]([CH2:24][C:25]3[CH:30]=[CH:29][CH:28]=[CH:27][CH:26]=3)[CH:23]=[C:17]2[C:16]([CH2:31][CH:32]([CH3:34])[CH3:33])=[N:15]1.[C:35](=[O:37])=[O:36], predict the reaction product. The product is: [CH3:13][N:14]1[C:19](=[O:20])[C:18]2=[CH:21][N:22]([CH2:24][C:25]3[CH:30]=[CH:29][CH:28]=[CH:27][CH:26]=3)[C:23]([C:35]([OH:37])=[O:36])=[C:17]2[C:16]([CH2:31][CH:32]([CH3:34])[CH3:33])=[N:15]1.